Task: Predict which catalyst facilitates the given reaction.. Dataset: Catalyst prediction with 721,799 reactions and 888 catalyst types from USPTO (1) Reactant: [OH:1][C:2]1[CH:3]=[C:4]([CH:10]=[C:11]([OH:13])[CH:12]=1)[C:5]([O:7][CH2:8][CH3:9])=[O:6].[H-].[Na+].I[CH2:17][CH3:18].Cl. Product: [CH2:17]([O:1][C:2]1[CH:3]=[C:4]([CH:10]=[C:11]([OH:13])[CH:12]=1)[C:5]([O:7][CH2:8][CH3:9])=[O:6])[CH3:18]. The catalyst class is: 35. (2) Reactant: C([NH:8][C:9]1[C:14]([C:15]2[CH2:19][C:18]([CH2:24][C:25]([O:27][CH3:28])=[O:26])([C:20]([O:22][CH3:23])=[O:21])[O:17][N:16]=2)=[CH:13][N:12]=[C:11]2[N:29]([CH2:32][CH3:33])[N:30]=[CH:31][C:10]=12)C1C=CC=CC=1. Product: [NH2:8][C:9]1[C:14]([C:15]2[CH2:19][C:18]([CH2:24][C:25]([O:27][CH3:28])=[O:26])([C:20]([O:22][CH3:23])=[O:21])[O:17][N:16]=2)=[CH:13][N:12]=[C:11]2[N:29]([CH2:32][CH3:33])[N:30]=[CH:31][C:10]=12. The catalyst class is: 105.